From a dataset of Reaction yield outcomes from USPTO patents with 853,638 reactions. Predict the reaction yield, written as a fraction of the theoretical maximum amount of product (1.0 means a 100% yield; for example, 0.34 means a 34% yield). (1) The reactants are [F:1][C:2]1[C:7]([F:8])=[C:6]([N:9]2[CH2:14][CH2:13][O:12][CH2:11][CH2:10]2)[CH:5]=[CH:4][C:3]=1[N:15]1[CH:20]=[C:19]([O:21][CH3:22])[C:18](=[O:23])[C:17]([C:24]([O:26]C)=[O:25])=[N:16]1.[OH-].[Na+].Cl. The catalyst is CCO. The product is [F:1][C:2]1[C:7]([F:8])=[C:6]([N:9]2[CH2:10][CH2:11][O:12][CH2:13][CH2:14]2)[CH:5]=[CH:4][C:3]=1[N:15]1[CH:20]=[C:19]([O:21][CH3:22])[C:18](=[O:23])[C:17]([C:24]([OH:26])=[O:25])=[N:16]1. The yield is 0.980. (2) The yield is 0.370. The reactants are [O:1]=[C:2]1[CH2:5][CH:4]([C:6]([OH:8])=[O:7])[CH2:3]1.C([O-])(O)=O.[Na+].[CH3:14][O:15][C:16]1[CH:23]=[CH:22][C:19]([CH2:20]Cl)=[CH:18][CH:17]=1. The catalyst is C(Cl)Cl.[Br-].C([N+](CCCC)(CCCC)CCCC)CCC.O. The product is [O:1]=[C:2]1[CH2:5][CH:4]([C:6]([O:8][CH2:20][C:19]2[CH:22]=[CH:23][C:16]([O:15][CH3:14])=[CH:17][CH:18]=2)=[O:7])[CH2:3]1. (3) The product is [CH3:33][S:30]([C:27]1[CH:28]=[CH:29][C:24]([C@H:15]([CH2:16][C:17]2[CH:22]=[CH:21][CH:20]=[CH:19][C:18]=2[CH3:23])[C:14]([OH:34])=[O:36])=[CH:25][CH:26]=1)(=[O:32])=[O:31]. The reactants are C([C@H]1COC(=O)N1[C:14](=[O:34])[C@H:15]([C:24]1[CH:29]=[CH:28][C:27]([S:30]([CH3:33])(=[O:32])=[O:31])=[CH:26][CH:25]=1)[CH2:16][C:17]1[CH:22]=[CH:21][CH:20]=[CH:19][C:18]=1[CH3:23])C1C=CC=CC=1.[Li+].[OH-:36].O. The catalyst is C1COCC1. The yield is 1.00. (4) The reactants are [Cl:1][C:2]1[CH:7]=[CH:6][C:5]([C:8]2[N:13]=[C:12]([C:14]#[N:15])[CH:11]=[C:10]([C:16]([F:19])([F:18])[F:17])[CH:9]=2)=[CH:4][CH:3]=1.Cl.[NH2:21][OH:22].C(=O)([O-])[O-].[Na+].[Na+]. The catalyst is CCO.O. The product is [Cl:1][C:2]1[CH:3]=[CH:4][C:5]([C:8]2[N:13]=[C:12]([C:14]([NH:21][OH:22])=[NH:15])[CH:11]=[C:10]([C:16]([F:19])([F:17])[F:18])[CH:9]=2)=[CH:6][CH:7]=1. The yield is 0.880.